The task is: Predict the product of the given reaction.. This data is from Forward reaction prediction with 1.9M reactions from USPTO patents (1976-2016). (1) Given the reactants C([O:8][C:9]1[C:14]([CH2:15][CH:16]=[CH:17][C:18]2[CH:70]=[C:21]3[N:22]=[C:23]([CH3:69])[C:24]([C@H:58]([O:64][C:65]([CH3:68])([CH3:67])[CH3:66])[C:59]([O:61][CH2:62][CH3:63])=[O:60])=[C:25]([N:26]4[CH2:31][CH2:30][C:29]([O:33][CH2:34][CH2:35][CH2:36][CH2:37][C@H:38]([O:40][Si](C(C)(C)C)(C5C=CC=CC=5)C5C=CC=CC=5)[CH3:39])([CH3:32])[CH2:28][CH2:27]4)[N:20]3[N:19]=2)=[C:13]([F:71])[C:12]([F:72])=[CH:11][CH:10]=1)C1C=CC=CC=1.[H][H].CCCC[N+](CCCC)(CCCC)CCCC.[F-], predict the reaction product. The product is: [C:65]([O:64][C@@H:58]([C:24]1[C:23]([CH3:69])=[N:22][C:21]2[N:20]([N:19]=[C:18]([CH2:17][CH2:16][CH2:15][C:14]3[C:9]([OH:8])=[CH:10][CH:11]=[C:12]([F:72])[C:13]=3[F:71])[CH:70]=2)[C:25]=1[N:26]1[CH2:31][CH2:30][C:29]([O:33][CH2:34][CH2:35][CH2:36][CH2:37][C@H:38]([OH:40])[CH3:39])([CH3:32])[CH2:28][CH2:27]1)[C:59]([O:61][CH2:62][CH3:63])=[O:60])([CH3:66])([CH3:67])[CH3:68]. (2) The product is: [OH:26][NH:25][C:19](=[O:20])/[CH:18]=[CH:17]/[C:16]1[C:11]([CH2:10][NH:9][C:5]2[CH:6]=[CH:7][CH:8]=[C:3]([C:2]([F:24])([F:23])[F:1])[CH:4]=2)=[N:12][CH:13]=[CH:14][CH:15]=1. Given the reactants [F:1][C:2]([F:24])([F:23])[C:3]1[CH:4]=[C:5]([NH:9][CH2:10][C:11]2[C:16](/[CH:17]=[CH:18]/[C:19](OC)=[O:20])=[CH:15][CH:14]=[CH:13][N:12]=2)[CH:6]=[CH:7][CH:8]=1.[NH2:25][OH:26].[OH-].[Na+], predict the reaction product. (3) Given the reactants O=[C:2]([CH2:8][C:9](=O)[CH2:10][CH2:11][CH3:12])[C:3]([O:5][CH2:6][CH3:7])=[O:4].[CH3:14][CH:15]([N:17]1[C:21]([NH2:22])=[CH:20][CH:19]=[N:18]1)[CH3:16], predict the reaction product. The product is: [CH3:14][CH:15]([N:17]1[C:21]2[N:22]=[C:9]([CH2:10][CH2:11][CH3:12])[CH:8]=[C:2]([C:3]([O:5][CH2:6][CH3:7])=[O:4])[C:20]=2[CH:19]=[N:18]1)[CH3:16]. (4) Given the reactants Br[C:2]1[CH:7]=[CH:6][C:5]([C:8](=[C:16]2[CH2:21][C:20]([CH3:23])([CH3:22])[CH2:19][C:18]([CH3:25])([CH3:24])[CH2:17]2)[C:9]2[CH:14]=[CH:13][C:12]([OH:15])=[CH:11][CH:10]=2)=[CH:4][CH:3]=1.[C:26]([NH:29][C:30]1[CH:35]=[CH:34][C:33](B(O)O)=[CH:32][CH:31]=1)(=[O:28])[CH3:27].C([O-])([O-])=O.[Na+].[Na+].CCOC(C)=O, predict the reaction product. The product is: [OH:15][C:12]1[CH:11]=[CH:10][C:9]([C:8](=[C:16]2[CH2:17][C:18]([CH3:25])([CH3:24])[CH2:19][C:20]([CH3:23])([CH3:22])[CH2:21]2)[C:5]2[CH:4]=[CH:3][C:2]([C:33]3[CH:34]=[CH:35][C:30]([NH:29][C:26](=[O:28])[CH3:27])=[CH:31][CH:32]=3)=[CH:7][CH:6]=2)=[CH:14][CH:13]=1.